Task: Predict the reactants needed to synthesize the given product.. Dataset: Full USPTO retrosynthesis dataset with 1.9M reactions from patents (1976-2016) (1) The reactants are: [N:1]1[C:10]2[C:5](=[CH:6][N:7]=[CH:8][CH:9]=2)[CH:4]=[CH:3][CH:2]=1.[Br:11]Br.N1C=CC=CC=1. Given the product [Br:11][C:9]1[CH:8]=[N:7][CH:6]=[C:5]2[C:10]=1[N:1]=[CH:2][CH:3]=[CH:4]2, predict the reactants needed to synthesize it. (2) Given the product [NH2:11][C:5]1[C:4]([N+:1]([O-:3])=[O:2])=[CH:9][CH:8]=[CH:7][C:6]=1[NH:10][S:18]([C:15]1[CH:16]=[CH:17][C:12]([CH3:22])=[CH:13][CH:14]=1)(=[O:20])=[O:19], predict the reactants needed to synthesize it. The reactants are: [N+:1]([C:4]1[C:5]([NH2:11])=[C:6]([NH2:10])[CH:7]=[CH:8][CH:9]=1)([O-:3])=[O:2].[C:12]1([CH3:22])[CH:17]=[CH:16][C:15]([S:18](Cl)(=[O:20])=[O:19])=[CH:14][CH:13]=1. (3) The reactants are: [F:1][C:2]1([F:21])[CH2:6][N:5]([CH2:7][C:8]2[CH:13]=[CH:12][CH:11]=[C:10]([C:14]([F:17])([F:16])[F:15])[CH:9]=2)[C@@H:4]([C:18]([O-])=[O:19])[CH2:3]1.[Li+].Cl.[NH2:24][C@H:25]([C:27]1[CH:36]=[CH:35][C:30]([C:31]([O:33][CH3:34])=[O:32])=[CH:29][CH:28]=1)[CH3:26]. Given the product [F:21][C:2]1([F:1])[CH2:6][N:5]([CH2:7][C:8]2[CH:13]=[CH:12][CH:11]=[C:10]([C:14]([F:16])([F:17])[F:15])[CH:9]=2)[C@@H:4]([C:18]([NH:24][C@H:25]([C:27]2[CH:36]=[CH:35][C:30]([C:31]([O:33][CH3:34])=[O:32])=[CH:29][CH:28]=2)[CH3:26])=[O:19])[CH2:3]1, predict the reactants needed to synthesize it. (4) Given the product [Cl:12][C:9]1[CH:8]=[CH:7][C:6]2[C:11](=[C:2]([C:18]([OH:20])=[O:19])[CH:3]=[CH:4][CH:5]=2)[N:10]=1, predict the reactants needed to synthesize it. The reactants are: Br[C:2]1[CH:3]=[CH:4][CH:5]=[C:6]2[C:11]=1[N:10]=[C:9]([Cl:12])[CH:8]=[CH:7]2.C([Li])CCC.[C:18](=[O:20])=[O:19].O. (5) The reactants are: [N+]([O-])(O)=O.[N+:5]([C:8]1[CH:18]=[CH:17][C:11]2[CH2:12][CH2:13][NH:14][CH2:15][CH2:16][C:10]=2[CH:9]=1)([O-:7])=[O:6].C(=O)([O-])[O-].[K+].[K+].Cl[CH2:26][C:27]([N:29]([CH3:31])[CH3:30])=[O:28].[I-].[Na+].CN(C=O)C. Given the product [N+:5]([C:8]1[CH:18]=[CH:17][C:11]2[CH2:12][CH2:13][N:14]([CH2:26][C:27]([N:29]([CH3:31])[CH3:30])=[O:28])[CH2:15][CH2:16][C:10]=2[CH:9]=1)([O-:7])=[O:6], predict the reactants needed to synthesize it.